This data is from Forward reaction prediction with 1.9M reactions from USPTO patents (1976-2016). The task is: Predict the product of the given reaction. (1) Given the reactants [CH2:1]([O:3][C:4]([C:6]1[O:7][C:8]2[C:14]([CH3:15])=[CH:13][C:12]([C:16]([C:21]3[CH:26]=[CH:25][C:24]([O:27][CH2:28][C:29](=[O:34])[C:30]([CH3:33])([CH3:32])[CH3:31])=[C:23]([CH3:35])[CH:22]=3)([CH2:19][CH3:20])[CH2:17][CH3:18])=[CH:11][C:9]=2[CH:10]=1)=[O:5])[CH3:2].B(F)(F)F.[CH3:40][CH2:41][O:42]CC, predict the reaction product. The product is: [CH2:1]([O:3][C:4]([C:6]1[O:7][C:8]2[C:14]([CH3:15])=[CH:13][C:12]([C:16]([C:21]3[CH:26]=[CH:25][C:24]([O:27][CH2:28][C:29]4([C:30]([CH3:32])([CH3:31])[CH3:33])[O:42][CH2:41][CH2:40][O:34]4)=[C:23]([CH3:35])[CH:22]=3)([CH2:17][CH3:18])[CH2:19][CH3:20])=[CH:11][C:9]=2[CH:10]=1)=[O:5])[CH3:2]. (2) Given the reactants Br[C:2]1[CH:8]=[C:7]([Cl:9])[CH:6]=[CH:5][C:3]=1[NH2:4].[CH3:10][C:11]1([CH3:27])[C:15]([CH3:17])([CH3:16])[O:14][B:13]([B:13]2[O:14][C:15]([CH3:17])([CH3:16])[C:11]([CH3:27])([CH3:10])[O:12]2)[O:12]1.CC([O-])=O.[K+], predict the reaction product. The product is: [Cl:9][C:7]1[CH:6]=[CH:5][C:3]([NH2:4])=[C:2]([B:13]2[O:14][C:15]([CH3:17])([CH3:16])[C:11]([CH3:27])([CH3:10])[O:12]2)[CH:8]=1. (3) Given the reactants [C:1]([O:5][C:6]([N:8]1[CH2:17][CH2:16][C:15]2[C:10](=[CH:11][C:12]([NH:18][C:19]3[C:24]([NH2:25])=[CH:23][N:22]=[C:21]([O:26][C:27]4[CH:32]=[CH:31][CH:30]=[C:29]([NH:33][C:34](=[O:36])[CH3:35])[CH:28]=4)[CH:20]=3)=[CH:13][CH:14]=2)[CH2:9]1)=[O:7])([CH3:4])([CH3:3])[CH3:2].[C:37]([CH2:39][C:40](O)=O)#[N:38].C(Cl)CCl.CN1CCC(=C2C3C(=CC=CC=3)C=CC3C2=CC=CC=3)CC1, predict the reaction product. The product is: [C:1]([O:5][C:6]([N:8]1[CH2:17][CH2:16][C:15]2[C:10](=[CH:11][C:12]([N:18]3[C:19]4[CH:20]=[C:21]([O:26][C:27]5[CH:32]=[CH:31][CH:30]=[C:29]([NH:33][C:34](=[O:36])[CH3:35])[CH:28]=5)[N:22]=[CH:23][C:24]=4[N:25]=[C:40]3[CH2:39][C:37]#[N:38])=[CH:13][CH:14]=2)[CH2:9]1)=[O:7])([CH3:4])([CH3:2])[CH3:3]. (4) Given the reactants [F:1][C:2]([F:14])([F:13])[CH2:3][C:4]([CH:6]1[CH2:11][CH2:10][CH2:9][CH2:8][C:7]1=O)=O.O.[NH2:16][NH2:17].C1(C)C=CC(S(O)(=O)=O)=CC=1, predict the reaction product. The product is: [F:1][C:2]([F:14])([F:13])[CH2:3][C:4]1[C:6]2[CH2:11][CH2:10][CH2:9][CH2:8][C:7]=2[NH:17][N:16]=1. (5) Given the reactants [Cl:1][C:2]1[CH:7]=[C:6]([F:8])[C:5]([N+:9]([O-:11])=[O:10])=[CH:4][C:3]=1[CH2:12][C:13]([OH:15])=[O:14].S(Cl)(Cl)(=O)=O.[CH2:21](O)[CH3:22], predict the reaction product. The product is: [Cl:1][C:2]1[CH:7]=[C:6]([F:8])[C:5]([N+:9]([O-:11])=[O:10])=[CH:4][C:3]=1[CH2:12][C:13]([O:15][CH2:21][CH3:22])=[O:14].